This data is from Catalyst prediction with 721,799 reactions and 888 catalyst types from USPTO. The task is: Predict which catalyst facilitates the given reaction. Reactant: [Si:1]([O:8][C@H:9]1[CH2:13][CH2:12][NH:11][CH2:10]1)([C:4]([CH3:7])([CH3:6])[CH3:5])([CH3:3])[CH3:2].[F:14][C:15]([F:26])([F:25])[C:16]1[CH:17]=[C:18]([C@H:22]2[CH2:24]O2)[CH:19]=[CH:20][CH:21]=1.[CH2:27]([N:29](CC)CC)C.CS(Cl)(=O)=O.CN. Product: [Si:1]([O:8][C@H:9]1[CH2:13][CH2:12][N:11]([CH2:24][C@H:22]([C:18]2[CH:19]=[CH:20][CH:21]=[C:16]([C:15]([F:26])([F:25])[F:14])[CH:17]=2)[NH:29][CH3:27])[CH2:10]1)([C:4]([CH3:7])([CH3:6])[CH3:5])([CH3:3])[CH3:2]. The catalyst class is: 40.